Predict which catalyst facilitates the given reaction. From a dataset of Catalyst prediction with 721,799 reactions and 888 catalyst types from USPTO. (1) Reactant: [CH2:1]([C:3]1[S:4][C:5]([CH3:25])=[C:6](/[CH:8]=[CH:9]/[C:10]2[C:11]([O:21]COC)=[N:12][N:13]([C:15]3[CH:20]=[CH:19][CH:18]=[CH:17][CH:16]=3)[CH:14]=2)[N:7]=1)[CH3:2].[ClH:26]. Product: [ClH:26].[CH2:1]([C:3]1[S:4][C:5]([CH3:25])=[C:6](/[CH:8]=[CH:9]/[C:10]2[C:11]([OH:21])=[N:12][N:13]([C:15]3[CH:20]=[CH:19][CH:18]=[CH:17][CH:16]=3)[CH:14]=2)[N:7]=1)[CH3:2]. The catalyst class is: 5. (2) Reactant: Br[C:2]1[CH:11]=[CH:10][C:9]([F:12])=[C:8]2[C:3]=1[CH:4]=[C:5]([OH:13])[N:6]=[CH:7]2.[CH3:14][Zn]C.C1(C)C=CC=CC=1.[NH4+].[Cl-]. Product: [F:12][C:9]1[CH:10]=[CH:11][C:2]([CH3:14])=[C:3]2[C:8]=1[CH:7]=[N:6][C:5]([OH:13])=[CH:4]2. The catalyst class is: 176.